From a dataset of Catalyst prediction with 721,799 reactions and 888 catalyst types from USPTO. Predict which catalyst facilitates the given reaction. Reactant: CS(N)(=O)=O.[OH2:6].[F:7][C:8]1([F:20])[CH2:13][CH2:12][C:11]([C:14]2[N:18]([CH3:19])[N:17]=[CH:16][CH:15]=2)=[CH:10][CH2:9]1.S([O-])([O-])=[O:22].[Na+].[Na+]. Product: [F:20][C:8]1([F:7])[CH2:13][CH2:12][C@@:11]([C:14]2[N:18]([CH3:19])[N:17]=[CH:16][CH:15]=2)([OH:6])[C@H:10]([OH:22])[CH2:9]1. The catalyst class is: 107.